From a dataset of Full USPTO retrosynthesis dataset with 1.9M reactions from patents (1976-2016). Predict the reactants needed to synthesize the given product. Given the product [C:1]([O:5][C:6](=[O:23])[NH:7][C@@H:8]([C@H:16]1[CH2:21][CH2:20][C@H:19]([NH:22][C:31]([C:30]2[C:25]([Cl:24])=[N:26][CH:27]=[CH:28][N:29]=2)=[O:32])[CH2:18][CH2:17]1)[C:9](=[O:15])[N:10]1[CH2:11][CH2:12][CH2:13][CH2:14]1)([CH3:4])([CH3:2])[CH3:3], predict the reactants needed to synthesize it. The reactants are: [C:1]([O:5][C:6](=[O:23])[NH:7][C@@H:8]([C@H:16]1[CH2:21][CH2:20][C@H:19]([NH2:22])[CH2:18][CH2:17]1)[C:9](=[O:15])[N:10]1[CH2:14][CH2:13][CH2:12][CH2:11]1)([CH3:4])([CH3:3])[CH3:2].[Cl:24][C:25]1[C:30]([C:31](Cl)=[O:32])=[N:29][CH:28]=[CH:27][N:26]=1.